Dataset: Forward reaction prediction with 1.9M reactions from USPTO patents (1976-2016). Task: Predict the product of the given reaction. Given the reactants [O:1]1[CH2:6][CH2:5][N:4]([C:7]2[CH:8]=[N:9][C:10]3[C:15]([N:16]=2)=[CH:14][C:13]([O:17][C:18]2[CH:19]=[C:20]([NH:24]C(=O)C(C)(C)C)[CH:21]=[CH:22][CH:23]=2)=[CH:12][CH:11]=3)[CH2:3][CH2:2]1.Cl.[OH-].[Na+], predict the reaction product. The product is: [O:1]1[CH2:6][CH2:5][N:4]([C:7]2[CH:8]=[N:9][C:10]3[C:15]([N:16]=2)=[CH:14][C:13]([O:17][C:18]2[CH:19]=[C:20]([CH:21]=[CH:22][CH:23]=2)[NH2:24])=[CH:12][CH:11]=3)[CH2:3][CH2:2]1.